Dataset: Reaction yield outcomes from USPTO patents with 853,638 reactions. Task: Predict the reaction yield, written as a fraction of the theoretical maximum amount of product (1.0 means a 100% yield; for example, 0.34 means a 34% yield). (1) The reactants are F[C:2]1[N:7]=[C:6]([CH3:8])[C:5]([NH2:9])=[CH:4][CH:3]=1.[CH2:10]([SH:13])[CH2:11][CH3:12].[OH-].[K+]. The catalyst is CCO. The product is [CH3:8][C:6]1[C:5]([NH2:9])=[CH:4][CH:3]=[C:2]([S:13][CH2:10][CH2:11][CH3:12])[N:7]=1. The yield is 0.750. (2) The reactants are [CH3:1][NH:2][C@H:3]([C:11]1[CH:16]=[CH:15][C:14]([C:17]2[CH:22]=[CH:21][C:20]([C:23]([O:25][CH2:26][CH3:27])=[O:24])=[CH:19][CH:18]=2)=[CH:13][CH:12]=1)[CH2:4][N:5]1[CH2:10][CH2:9][O:8][CH2:7][CH2:6]1.[Cl:28][C:29]1[C:30]([Cl:44])=[CH:31][C:32]2[O:37][CH2:36][C:35](=[O:38])[N:34]([CH2:39][C:40]([OH:42])=O)[C:33]=2[CH:43]=1.C(N(CC)CC)C.F[P-](F)(F)(F)(F)F.N1(O[P+](N(C)C)(N(C)C)N(C)C)C2C=CC=CC=2N=N1. The catalyst is CN(C=O)C. The product is [Cl:28][C:29]1[C:30]([Cl:44])=[CH:31][C:32]2[O:37][CH2:36][C:35](=[O:38])[N:34]([CH2:39][C:40]([N:2]([CH3:1])[C@H:3]([C:11]3[CH:12]=[CH:13][C:14]([C:17]4[CH:22]=[CH:21][C:20]([C:23]([O:25][CH2:26][CH3:27])=[O:24])=[CH:19][CH:18]=4)=[CH:15][CH:16]=3)[CH2:4][N:5]3[CH2:10][CH2:9][O:8][CH2:7][CH2:6]3)=[O:42])[C:33]=2[CH:43]=1. The yield is 0.370. (3) The reactants are F[P-](F)(F)(F)(F)F.C[N+](C)=C(N(C)C)ON1C2N=CC=CC=2N=N1.C(N(CC)C(C)C)(C)C.[NH2:34][C:35]1[N:44]=[C:43]([N:45]2[CH2:50][CH2:49][N:48]([CH3:51])[CH2:47][CH2:46]2)[C:42]2[C:37](=[CH:38][C:39]([C:52]([OH:54])=O)=[CH:40][CH:41]=2)[N:36]=1.[NH2:55][CH:56]([CH2:62][C:63]1[CH:64]=[N:65][C:66]([C:69]2[CH:74]=[CH:73][CH:72]=[C:71]([F:75])[C:70]=2[F:76])=[CH:67][CH:68]=1)[C:57]([N:59]([CH3:61])[CH3:60])=[O:58]. The catalyst is CN(C)C=O. The product is [NH2:34][C:35]1[N:44]=[C:43]([N:45]2[CH2:46][CH2:47][N:48]([CH3:51])[CH2:49][CH2:50]2)[C:42]2[C:37](=[CH:38][C:39]([C:52]([NH:55][CH:56]([CH2:62][C:63]3[CH:64]=[N:65][C:66]([C:69]4[CH:74]=[CH:73][CH:72]=[C:71]([F:75])[C:70]=4[F:76])=[CH:67][CH:68]=3)[C:57]([N:59]([CH3:61])[CH3:60])=[O:58])=[O:54])=[CH:40][CH:41]=2)[N:36]=1. The yield is 0.100. (4) The reactants are [NH2:1][C:2]1[CH:7]=[CH:6][N:5]=[C:4]([Cl:8])[CH:3]=1.S(=O)(=O)(O)O.[N+:14]([O-])([OH:16])=[O:15]. No catalyst specified. The product is [Cl:8][C:4]1[CH:3]=[C:2]([NH:1][N+:14]([O-:16])=[O:15])[CH:7]=[CH:6][N:5]=1. The yield is 0.850. (5) The reactants are C1(C(C2C=CC=CC=2)=[N:8][NH:9][C:10]2[CH:15]=[C:14]([N:16]([CH3:18])[CH3:17])[CH:13]=[CH:12][N:11]=2)C=CC=CC=1.Cl. The catalyst is C1(C)C=CC=CC=1. The product is [NH:9]([C:10]1[CH:15]=[C:14]([N:16]([CH3:18])[CH3:17])[CH:13]=[CH:12][N:11]=1)[NH2:8]. The yield is 0.870. (6) The reactants are [OH:1][B:2]1[C:6]2[CH:7]=[C:8]([O:11][C:12]3[CH:19]=[CH:18][C:15]([C:16]#[N:17])=[CH:14][CH:13]=3)[CH:9]=[CH:10][C:5]=2[CH2:4][O:3]1.CCO.C1COCC1.[ClH:28]. The catalyst is O.[Pd]. The product is [Cl-:28].[OH:1][B:2]1[C:6]2[CH:7]=[C:8]([O:11][C:12]3[CH:19]=[CH:18][C:15]([CH2:16][NH3+:17])=[CH:14][CH:13]=3)[CH:9]=[CH:10][C:5]=2[CH2:4][O:3]1. The yield is 0.571. (7) The reactants are Cl[C:2]1[CH:3]=[C:4]([CH:9]=[CH:10][N:11]=1)[C:5]([O:7][CH3:8])=[O:6].[CH3:12][C:13]1([C:16]([NH2:18])=[O:17])[CH2:15][CH2:14]1. No catalyst specified. The product is [CH3:12][C:13]1([C:16]([NH:18][C:2]2[CH:3]=[C:4]([CH:9]=[CH:10][N:11]=2)[C:5]([O:7][CH3:8])=[O:6])=[O:17])[CH2:15][CH2:14]1. The yield is 0.860. (8) The reactants are [F:1][C:2]1[CH:7]=[C:6]([F:8])[CH:5]=[CH:4][C:3]=1[N:9]1[C:17](=[O:18])[C:16]2[C@H:15]3[C:19]([CH3:21])([CH3:20])[C@:12]([CH3:22])([CH2:13][CH2:14]3)[C:11]=2[NH:10]1.[CH2:23](I)[CH:24]=[CH2:25]. The catalyst is [I-].C([N+](CCCC)(CCCC)CCCC)CCC.CN(C)C=O. The product is [CH2:25]([N:10]1[C:11]2[C@:12]3([CH3:22])[C:19]([CH3:21])([CH3:20])[C@@H:15]([CH2:14][CH2:13]3)[C:16]=2[C:17](=[O:18])[N:9]1[C:3]1[CH:4]=[CH:5][C:6]([F:8])=[CH:7][C:2]=1[F:1])[CH:24]=[CH2:23]. The yield is 0.300.